From a dataset of Full USPTO retrosynthesis dataset with 1.9M reactions from patents (1976-2016). Predict the reactants needed to synthesize the given product. Given the product [CH3:14][C:15]1[CH:21]=[CH:20][C:18]([NH:19][C:2]([NH:1][C:4]2[CH:9]=[CH:8][CH:7]=[C:6]([C:10]([F:11])([F:12])[F:13])[CH:5]=2)=[O:3])=[CH:17][C:16]=1[C:22]1[CH:23]=[C:24]2[C:28](=[CH:29][CH:30]=1)[NH:27][C:26]1[N:31]=[CH:32][N:33]=[CH:34][C:25]2=1, predict the reactants needed to synthesize it. The reactants are: [N:1]([C:4]1[CH:9]=[CH:8][CH:7]=[C:6]([C:10]([F:13])([F:12])[F:11])[CH:5]=1)=[C:2]=[O:3].[CH3:14][C:15]1[CH:21]=[CH:20][C:18]([NH2:19])=[CH:17][C:16]=1[C:22]1[CH:23]=[C:24]2[C:28](=[CH:29][CH:30]=1)[NH:27][C:26]1[N:31]=[CH:32][N:33]=[CH:34][C:25]2=1.CCN(C(C)C)C(C)C.